Dataset: Reaction yield outcomes from USPTO patents with 853,638 reactions. Task: Predict the reaction yield, written as a fraction of the theoretical maximum amount of product (1.0 means a 100% yield; for example, 0.34 means a 34% yield). (1) The reactants are O[C@H]([C@@H](O)C(O)=O)C(O)=O.[Cl:11][C:12]1[CH:21]=[C:20]([C@@H:22]([NH2:24])[CH3:23])[C:19]([C:25]2[CH:30]=[CH:29][CH:28]=[C:27]([F:31])[CH:26]=2)=[C:18]2[C:13]=1[CH:14]=[CH:15][N:16]=[N:17]2.C(=O)([O-])[O-].[Na+].[Na+].O. The catalyst is C(Cl)Cl. The product is [Cl:11][C:12]1[CH:21]=[C:20]([C@@H:22]([NH2:24])[CH3:23])[C:19]([C:25]2[CH:30]=[CH:29][CH:28]=[C:27]([F:31])[CH:26]=2)=[C:18]2[C:13]=1[CH:14]=[CH:15][N:16]=[N:17]2. The yield is 0.940. (2) The product is [NH2:11][C:7]1[CH:8]=[CH:9][CH:10]=[C:5]([O:4][CH2:3][O:2][CH3:1])[C:6]=1[CH2:14][CH2:15][C@H:16]([OH:18])[CH3:17]. The reactants are [CH3:1][O:2][CH2:3][O:4][C:5]1[CH:10]=[CH:9][CH:8]=[C:7]([N+:11]([O-])=O)[C:6]=1[C:14]#[C:15][C@H:16]([OH:18])[CH3:17].[H][H]. The yield is 1.00. The catalyst is [Pd].CO. (3) The reactants are Br[C:2]1[CH:8]=[C:7]([N+:9]([O-:11])=[O:10])[C:6]([F:12])=[CH:5][C:3]=1[NH2:4].[CH3:13][C:14]([CH3:23])([C:21]#[CH:22])[CH2:15][C:16]([O:18][CH2:19][CH3:20])=[O:17]. The catalyst is CCN(CC)CC.C(OCC)(=O)C.O.Cl[Pd](Cl)([P](C1C=CC=CC=1)(C1C=CC=CC=1)C1C=CC=CC=1)[P](C1C=CC=CC=1)(C1C=CC=CC=1)C1C=CC=CC=1.[Cu]I. The product is [CH2:19]([O:18][C:16](=[O:17])[CH2:15][C:14]([CH3:23])([CH3:13])[C:21]#[C:22][C:2]1[CH:8]=[C:7]([N+:9]([O-:11])=[O:10])[C:6]([F:12])=[CH:5][C:3]=1[NH2:4])[CH3:20]. The yield is 0.570. (4) The reactants are [CH2:1]([O:3][C:4](=[O:15])[NH:5][C:6]1[C:11]([CH3:12])=[CH:10][C:9](Br)=[CH:8][C:7]=1[CH3:14])[CH3:2].C([Mg]Cl)(C)C.C([Li])(C)(C)C.CN(C)[CH:28]=[O:29]. The catalyst is O1CCCC1.C(O)(=O)C. The product is [CH2:1]([O:3][C:4](=[O:15])[NH:5][C:6]1[C:11]([CH3:12])=[CH:10][C:9]([CH:28]=[O:29])=[CH:8][C:7]=1[CH3:14])[CH3:2]. The yield is 0.730. (5) The reactants are [N:1]1[C:10]2[C:5](=[CH:6][CH:7]=[CH:8][CH:9]=2)[CH:4]=[C:3]([CH:11]=[CH:12][C:13]([O-])=[O:14])[CH:2]=1.[H-].C([Al+]CC(C)C)C(C)C. The catalyst is C(Cl)Cl. The product is [N:1]1[C:10]2[C:5](=[CH:6][CH:7]=[CH:8][CH:9]=2)[CH:4]=[C:3]([CH:11]=[CH:12][CH2:13][OH:14])[CH:2]=1. The yield is 0.620. (6) The reactants are [CH2:1]([O:3][C:4]([C:6]1[CH:7]=[C:8]2[C:13](=[CH:14][CH:15]=1)[NH:12][CH:11]([C:16]1[CH:21]=[CH:20][CH:19]=[C:18]([NH:22][C:23]([C:26](O)=[O:27])([CH3:25])[CH3:24])[CH:17]=1)[C:10]([CH3:30])([CH3:29])[CH2:9]2)=[O:5])[CH3:2].[NH:31]1[CH2:36][CH2:35][O:34][CH2:33][CH2:32]1.CN(C(ON1N=NC2C=CC=NC1=2)=[N+](C)C)C.F[P-](F)(F)(F)(F)F.C(N(CC)CC)C. The catalyst is ClCCl. The product is [CH2:1]([O:3][C:4]([C:6]1[CH:7]=[C:8]2[C:13](=[CH:14][CH:15]=1)[NH:12][CH:11]([C:16]1[CH:21]=[CH:20][CH:19]=[C:18]([NH:22][C:23]([CH3:25])([CH3:24])[C:26]([N:31]3[CH2:36][CH2:35][O:34][CH2:33][CH2:32]3)=[O:27])[CH:17]=1)[C:10]([CH3:29])([CH3:30])[CH2:9]2)=[O:5])[CH3:2]. The yield is 0.910.